Dataset: Catalyst prediction with 721,799 reactions and 888 catalyst types from USPTO. Task: Predict which catalyst facilitates the given reaction. (1) Reactant: [CH:1]([N:4]1[C:8]2[CH:9]=[CH:10][CH:11]=[CH:12][C:7]=2[NH:6][C:5]1=[O:13])([CH3:3])[CH3:2].C([O-])([O-])=O.[Cs+].[Cs+].Cl[CH2:21][C:22]1[N:26]([CH2:27][CH2:28][CH:29]([CH3:31])[CH3:30])[C:25]2[CH:32]=[CH:33][C:34]([C:36]#[N:37])=[CH:35][C:24]=2[N:23]=1. Product: [CH:1]([N:4]1[C:8]2[CH:9]=[CH:10][CH:11]=[CH:12][C:7]=2[N:6]([CH2:21][C:22]2[N:26]([CH2:27][CH2:28][CH:29]([CH3:31])[CH3:30])[C:25]3[CH:32]=[CH:33][C:34]([C:36]#[N:37])=[CH:35][C:24]=3[N:23]=2)[C:5]1=[O:13])([CH3:3])[CH3:2]. The catalyst class is: 31. (2) Reactant: [Br:1][C:2]1[S:6][C:5]([C@@:7]2([CH2:15][C:16]([OH:18])=[O:17])[CH2:12][CH2:11][CH2:10][CH2:9][S:8]2(=[O:14])=[O:13])=[CH:4][CH:3]=1.[CH3:19][Si:20]([CH3:25])([CH3:24])[CH2:21][CH2:22]O.C(N=C=NCCCN(C)C)C.Cl. Product: [Br:1][C:2]1[S:6][C:5]([C@@:7]2([CH2:15][C:16]([O:18][CH2:22][CH2:21][Si:20]([CH3:25])([CH3:24])[CH3:19])=[O:17])[CH2:12][CH2:11][CH2:10][CH2:9][S:8]2(=[O:14])=[O:13])=[CH:4][CH:3]=1. The catalyst class is: 112. (3) Reactant: [OH:1][C:2]([C:5]1[CH:30]=[CH:29][C:8]([C:9]([N:11]2[CH2:16][CH2:15][C:14]3([CH2:25][C:24](=[O:26])[C:23]4[C:18](=[CH:19][CH:20]=[C:21]([C:27]#[N:28])[CH:22]=4)[O:17]3)[CH2:13][CH2:12]2)=[O:10])=[CH:7][C:6]=1[CH3:31])([CH3:4])[CH3:3].[BH4-].[Na+]. Product: [OH:26][CH:24]1[C:23]2[C:18](=[CH:19][CH:20]=[C:21]([C:27]#[N:28])[CH:22]=2)[O:17][C:14]2([CH2:13][CH2:12][N:11]([C:9](=[O:10])[C:8]3[CH:29]=[CH:30][C:5]([C:2]([OH:1])([CH3:4])[CH3:3])=[C:6]([CH3:31])[CH:7]=3)[CH2:16][CH2:15]2)[CH2:25]1. The catalyst class is: 5. (4) Reactant: [CH3:1][N:2]([CH3:33])[C@H:3]1[CH2:8][CH2:7][C@H:6]([N:9]([CH2:31][CH3:32])[C:10]2[C:11]([CH3:30])=[C:12]([C:27](O)=[O:28])[CH:13]=[C:14]([C:16]3[CH:21]=[CH:20][C:19]([O:22][CH2:23][CH2:24][O:25][CH3:26])=[CH:18][CH:17]=3)[CH:15]=2)[CH2:5][CH2:4]1.Cl.[NH2:35][CH2:36][CH:37]1[C:41](=[O:42])[NH:40][N:39]=[C:38]1[CH3:43].CCN(C(C)C)C(C)C.CN(C(ON1N=NC2C=CC=NC1=2)=[N+](C)C)C.F[P-](F)(F)(F)(F)F. Product: [CH3:1][N:2]([CH3:33])[C@H:3]1[CH2:4][CH2:5][C@H:6]([N:9]([CH2:31][CH3:32])[C:10]2[C:11]([CH3:30])=[C:12]([C:27]([NH:35][CH2:36][C:37]3[C:41](=[O:42])[NH:40][NH:39][C:38]=3[CH3:43])=[O:28])[CH:13]=[C:14]([C:16]3[CH:17]=[CH:18][C:19]([O:22][CH2:23][CH2:24][O:25][CH3:26])=[CH:20][CH:21]=3)[CH:15]=2)[CH2:7][CH2:8]1. The catalyst class is: 3. (5) Reactant: [NH2:1][C:2]1[CH:7]=[CH:6][C:5]([F:8])=[CH:4][C:3]=1[C:9]1[NH:10][C:11]2[C:16]([C:17]=1[CH:18]1[CH2:23][CH2:22][CH2:21][CH2:20][CH2:19]1)=[CH:15][CH:14]=[C:13]([C:24]([O:26][CH3:27])=[O:25])[CH:12]=2.C([O-])(=O)C.[Na+].C(O)(=O)C.[Cl:37][CH2:38][C:39](Cl)=[O:40].C(=O)([O-])O.[Na+]. Product: [Cl:37][CH2:38][C:39]([NH:1][C:2]1[CH:7]=[CH:6][C:5]([F:8])=[CH:4][C:3]=1[C:9]1[NH:10][C:11]2[C:16]([C:17]=1[CH:18]1[CH2:23][CH2:22][CH2:21][CH2:20][CH2:19]1)=[CH:15][CH:14]=[C:13]([C:24]([O:26][CH3:27])=[O:25])[CH:12]=2)=[O:40]. The catalyst class is: 7. (6) Reactant: [CH2:1]1[C@H:5]2[CH2:6][CH2:7][CH2:8][C@H:4]2[CH2:3][N:2]1[CH2:9][CH2:10][CH2:11][O:12][C:13]1[CH:21]=[CH:20][C:16]([C:17]([NH2:19])=[O:18])=[CH:15][CH:14]=1.[ClH:22]. Product: [ClH:22].[CH2:1]1[C@H:5]2[CH2:6][CH2:7][CH2:8][C@H:4]2[CH2:3][N:2]1[CH2:9][CH2:10][CH2:11][O:12][C:13]1[CH:14]=[CH:15][C:16]([C:17]([NH2:19])=[O:18])=[CH:20][CH:21]=1. The catalyst class is: 6. (7) Reactant: [CH3:1][S:2][CH2:3][CH2:4][OH:5].C(Cl)Cl.O[C:10]1[CH:11]=[C:12]2[C:16](=[CH:17][CH:18]=1)[N:15]([C:19]([O:21][C:22]([CH3:25])([CH3:24])[CH3:23])=[O:20])[C:14]([C:26]([O:28][CH2:29][CH3:30])=[O:27])=[CH:13]2.C1(P(C2C=CC=CC=2)C2C=CC=CC=2)C=CC=CC=1. Product: [CH3:1][S:2][CH2:3][CH2:4][O:5][C:10]1[CH:11]=[C:12]2[C:16](=[CH:17][CH:18]=1)[N:15]([C:19]([O:21][C:22]([CH3:23])([CH3:24])[CH3:25])=[O:20])[C:14]([C:26]([O:28][CH2:29][CH3:30])=[O:27])=[CH:13]2. The catalyst class is: 161.